From a dataset of Reaction yield outcomes from USPTO patents with 853,638 reactions. Predict the reaction yield, written as a fraction of the theoretical maximum amount of product (1.0 means a 100% yield; for example, 0.34 means a 34% yield). (1) The reactants are [F:1][C:2]1[CH:10]=[N:9][CH:8]=[CH:7][C:3]=1[C:4]([OH:6])=[O:5].[OH:11]O. The catalyst is C(O)(=O)C. The product is [F:1][C:2]1[CH:10]=[N+:9]([O-:11])[CH:8]=[CH:7][C:3]=1[C:4]([OH:6])=[O:5]. The yield is 1.00. (2) The reactants are [Li+].C[Si]([N-][Si](C)(C)C)(C)C.[Cl:11][C:12]1[C:20]2[CH:19]=[C:18]([C:21](=[O:23])[CH3:22])[S:17][C:16]=2[CH:15]=[CH:14][CH:13]=1.[Cl:24][C:25]1[CH:26]=[C:27]([C:32](=[O:37])[C:33]([F:36])([F:35])[F:34])[CH:28]=[C:29]([Cl:31])[CH:30]=1. The catalyst is C1COCC1. The product is [Cl:11][C:12]1[C:20]2[CH:19]=[C:18]([C:21](=[O:23])[CH2:22][C:32]([C:27]3[CH:28]=[C:29]([Cl:31])[CH:30]=[C:25]([Cl:24])[CH:26]=3)([OH:37])[C:33]([F:36])([F:35])[F:34])[S:17][C:16]=2[CH:15]=[CH:14][CH:13]=1. The yield is 0.846. (3) The reactants are [NH2:1][C@@H:2]([CH2:15][C:16]1[CH:21]=[CH:20][CH:19]=[CH:18][CH:17]=1)[C:3]([N:5]1[CH2:14][CH2:13][C:12]2[C:7](=[CH:8][CH:9]=[CH:10][CH:11]=2)[CH2:6]1)=[O:4].[N:22]1[CH:27]=[CH:26][CH:25]=[CH:24][C:23]=1[C:28]1[CH:35]=[CH:34][C:31]([CH:32]=O)=[CH:30][CH:29]=1.C(O[BH-](OC(=O)C)OC(=O)C)(=O)C.[Na+].CC(=O)OCC.CCCCCCC. The catalyst is C(Cl)Cl.CC(=O)OCC.CO. The product is [CH2:6]1[C:7]2[C:12](=[CH:11][CH:10]=[CH:9][CH:8]=2)[CH2:13][CH2:14][N:5]1[C:3](=[O:4])[C@@H:2]([NH:1][CH2:32][C:31]1[CH:30]=[CH:29][C:28]([C:23]2[CH:24]=[CH:25][CH:26]=[CH:27][N:22]=2)=[CH:35][CH:34]=1)[CH2:15][C:16]1[CH:21]=[CH:20][CH:19]=[CH:18][CH:17]=1. The yield is 0.650. (4) The reactants are C1C(=O)N([Br:8])C(=O)C1.[CH2:9]([O:11][C:12]([C:14]1[NH:15][CH:16]=[CH:17][CH:18]=1)=[O:13])[CH3:10]. The catalyst is C1COCC1.CO. The product is [CH2:9]([O:11][C:12]([C:14]1[NH:15][C:16]([Br:8])=[CH:17][CH:18]=1)=[O:13])[CH3:10]. The yield is 0.320. (5) The reactants are C([C:4]1[CH:9]=[C:8]([O:10][C:11]2[CH:16]=[CH:15][C:14]([NH:17][C:18](=[O:25])[CH2:19][C:20]([O:22][CH2:23][CH3:24])=[O:21])=[CH:13][C:12]=2[F:26])[CH:7]=[CH:6][N:5]=1)(=O)N.C[N:28](C=O)C. No catalyst specified. The product is [NH2:28][C:4]1[CH:9]=[C:8]([O:10][C:11]2[CH:16]=[CH:15][C:14]([NH:17][C:18](=[O:25])[CH2:19][C:20]([O:22][CH2:23][CH3:24])=[O:21])=[CH:13][C:12]=2[F:26])[CH:7]=[CH:6][N:5]=1. The yield is 0.860.